From a dataset of Catalyst prediction with 721,799 reactions and 888 catalyst types from USPTO. Predict which catalyst facilitates the given reaction. (1) Reactant: [C:1]([C:5]1[CH:42]=[CH:41][C:8]([CH2:9][O:10][C:11]2[CH:16]=[CH:15][CH:14]=[CH:13][C:12]=2/[CH:17]=[CH:18]/[CH:19]([CH2:32][C:33]2[CH:38]=[CH:37][C:36]([C:39]#[N:40])=[CH:35][CH:34]=2)[CH2:20][CH2:21][C:22]2[CH:31]=[CH:30][C:25]([C:26]([O:28][CH3:29])=[O:27])=[CH:24][CH:23]=2)=[CH:7][CH:6]=1)([CH3:4])([CH3:3])[CH3:2].C[Si]([N:47]=[N+:48]=[N-:49])(C)C.C([Sn](=O)CCCC)CCC. Product: [C:1]([C:5]1[CH:42]=[CH:41][C:8]([CH2:9][O:10][C:11]2[CH:16]=[CH:15][CH:14]=[CH:13][C:12]=2/[CH:17]=[CH:18]/[CH:19]([CH2:32][C:33]2[CH:34]=[CH:35][C:36]([C:39]3[NH:49][N:48]=[N:47][N:40]=3)=[CH:37][CH:38]=2)[CH2:20][CH2:21][C:22]2[CH:23]=[CH:24][C:25]([C:26]([O:28][CH3:29])=[O:27])=[CH:30][CH:31]=2)=[CH:7][CH:6]=1)([CH3:4])([CH3:2])[CH3:3]. The catalyst class is: 11. (2) Reactant: [F:1][C:2]1[CH:7]=[CH:6][CH:5]=[C:4]([F:8])[C:3]=1[C:9]1[CH:10]=[CH:11][C:12]2[N:13]([C:15]([NH:18][C:19]3[CH:20]=[N:21][CH:22]=[CH:23][C:24]=3[N:25]3[CH2:30][CH2:29][CH2:28][C@H:27]([NH:31]C(=O)OC(C)(C)C)[CH2:26]3)=[N:16][N:17]=2)[N:14]=1.[C:39]([OH:45])([C:41]([F:44])([F:43])[F:42])=[O:40]. Product: [F:42][C:41]([F:44])([F:43])[C:39]([OH:45])=[O:40].[NH2:31][C@H:27]1[CH2:28][CH2:29][CH2:30][N:25]([C:24]2[CH:23]=[CH:22][N:21]=[CH:20][C:19]=2[NH:18][C:15]2[N:13]3[N:14]=[C:9]([C:3]4[C:2]([F:1])=[CH:7][CH:6]=[CH:5][C:4]=4[F:8])[CH:10]=[CH:11][C:12]3=[N:17][N:16]=2)[CH2:26]1. The catalyst class is: 2.